The task is: Predict the reaction yield, written as a fraction of the theoretical maximum amount of product (1.0 means a 100% yield; for example, 0.34 means a 34% yield).. This data is from Reaction yield outcomes from USPTO patents with 853,638 reactions. (1) The reactants are [F:1][C:2]1[CH:3]=[C:4]([C:8]2[CH:9]=[C:10]([CH3:18])[C:11]([CH3:17])=[C:12]([CH:16]=2)[C:13]([OH:15])=O)[CH:5]=[CH:6][CH:7]=1.C(Cl)(C(Cl)=O)=O.[NH2:25][C:26]1[C:27]([CH3:34])=[C:28]([OH:33])[CH:29]=[CH:30][C:31]=1[CH3:32].C([O-])([O-])=O.[K+].[K+]. The catalyst is C(Cl)Cl.C1COCC1.O.CN(C=O)C. The product is [F:1][C:2]1[CH:3]=[C:4]([C:8]2[CH:9]=[C:10]([CH3:18])[C:11]([CH3:17])=[C:12]([CH:16]=2)[C:13]([NH:25][C:26]2[C:31]([CH3:32])=[CH:30][CH:29]=[C:28]([OH:33])[C:27]=2[CH3:34])=[O:15])[CH:5]=[CH:6][CH:7]=1. The yield is 0.510. (2) The reactants are [NH2:1][C:2]1[CH:3]=[C:4]([CH:31]=[CH:32][CH:33]=1)[O:5][C:6]1[C:7]2[S:30][CH:29]=[CH:28][C:8]=2[N:9]=[C:10]([NH:12][C:13]2[CH:18]=[CH:17][C:16]([N:19]3[CH2:24][CH2:23][N:22]([CH3:25])[CH2:21][CH2:20]3)=[CH:15][C:14]=2OC)[N:11]=1.[Cl:34]/[CH:35]=[CH:36]\[C:37](O)=[O:38].Cl.CN(C)CCCN=C=NCC.C(Cl)(Cl)Cl. The catalyst is N1C=CC=CC=1.CC(O)C. The product is [Cl:34]/[CH:35]=[CH:36]\[C:37]([NH:1][C:2]1[CH:33]=[CH:32][CH:31]=[C:4]([O:5][C:6]2[C:7]3[S:30][CH:29]=[CH:28][C:8]=3[N:9]=[C:10]([NH:12][C:13]3[CH:18]=[CH:17][C:16]([N:19]4[CH2:24][CH2:23][N:22]([CH3:25])[CH2:21][CH2:20]4)=[CH:15][CH:14]=3)[N:11]=2)[CH:3]=1)=[O:38]. The yield is 0.240. (3) The reactants are Cl[C:2]1[CH:3]=[C:4]([C:9]2[N:13]3[C:14]4[N:22]=[C:21]([O:23][CH3:24])[CH:20]=[CH:19][C:15]=4[N:16]=[C:17]([CH3:18])[C:12]3=[C:11]([CH3:25])[N:10]=2)[CH:5]=[C:6](Cl)[CH:7]=1.[F:26][C:27]([F:39])([F:38])[O:28]C1C=C(B(O)O)C=CC=1.C([O-])([O-])=O.[K+].[K+]. The catalyst is C1C=CC([P]([Pd]([P](C2C=CC=CC=2)(C2C=CC=CC=2)C2C=CC=CC=2)([P](C2C=CC=CC=2)(C2C=CC=CC=2)C2C=CC=CC=2)[P](C2C=CC=CC=2)(C2C=CC=CC=2)C2C=CC=CC=2)(C2C=CC=CC=2)C2C=CC=CC=2)=CC=1. The product is [CH3:24][O:23][C:21]1[CH:20]=[CH:19][C:15]2[N:16]=[C:17]([CH3:18])[C:12]3[N:13]([C:9]([C:4]4[CH:5]=[CH:6][CH:7]=[C:2]([O:28][C:27]([F:39])([F:38])[F:26])[CH:3]=4)=[N:10][C:11]=3[CH3:25])[C:14]=2[N:22]=1. The yield is 0.800. (4) The reactants are [CH3:1][N:2]([CH3:32])[C:3]([C:5]1[N:26]([CH:27]2[CH2:31][CH2:30][CH2:29][CH2:28]2)[C:8]2[N:9]=[C:10]([NH:13][C:14]3[N:19]=[CH:18][C:17]([CH:20]4[CH2:25][CH2:24][NH:23][CH2:22][CH2:21]4)=[CH:16][CH:15]=3)[N:11]=[CH:12][C:7]=2[CH:6]=1)=[O:4].[BH-](OC(C)=O)(OC(C)=O)OC(C)=O.[Na+].ClCCl.[CH3:50][C:51]([CH3:53])=O. The catalyst is C(O)(=O)C. The product is [CH3:1][N:2]([CH3:32])[C:3]([C:5]1[N:26]([CH:27]2[CH2:31][CH2:30][CH2:29][CH2:28]2)[C:8]2[N:9]=[C:10]([NH:13][C:14]3[N:19]=[CH:18][C:17]([CH:20]4[CH2:25][CH2:24][N:23]([CH:51]([CH3:53])[CH3:50])[CH2:22][CH2:21]4)=[CH:16][CH:15]=3)[N:11]=[CH:12][C:7]=2[CH:6]=1)=[O:4]. The yield is 0.600.